From a dataset of Full USPTO retrosynthesis dataset with 1.9M reactions from patents (1976-2016). Predict the reactants needed to synthesize the given product. (1) Given the product [C:35]([OH:50])([C:36]([F:39])([F:38])[F:37])=[O:47].[CH:1]1([C:4]([N:6]2[CH2:7][CH2:8][CH:9]([C:12]3[CH:13]=[CH:14][C:15]([CH2:16][O:17][C:18]4[C:23]([F:24])=[CH:22][CH:21]=[CH:20][C:19]=4[C:25]4[N:30]=[C:29]([N:31]5[C:35]([C:36]([F:39])([F:38])[F:37])=[C:34]([C:40]([OH:42])=[O:41])[CH:33]=[N:32]5)[CH:28]=[CH:27][CH:26]=4)=[CH:45][CH:46]=3)[CH2:10][CH2:11]2)=[O:5])[CH2:3][CH2:2]1, predict the reactants needed to synthesize it. The reactants are: [CH:1]1([C:4]([N:6]2[CH2:11][CH2:10][CH:9]([C:12]3[CH:46]=[CH:45][C:15]([CH2:16][O:17][C:18]4[C:23]([F:24])=[CH:22][CH:21]=[CH:20][C:19]=4[C:25]4[N:30]=[C:29]([N:31]5[C:35]([C:36]([F:39])([F:38])[F:37])=[C:34]([C:40]([O:42]CC)=[O:41])[CH:33]=[N:32]5)[CH:28]=[CH:27][CH:26]=4)=[CH:14][CH:13]=3)[CH2:8][CH2:7]2)=[O:5])[CH2:3][CH2:2]1.[OH-:47].[Li+].Cl.[O:50]1CCOCC1. (2) Given the product [Cl:38][CH2:14][C:13]1[N:9]([C:3]2[C:2]([Cl:1])=[CH:7][CH:6]=[CH:5][C:4]=2[Cl:8])[N:10]=[N:11][C:12]=1[CH:16]([CH3:18])[CH3:17], predict the reactants needed to synthesize it. The reactants are: [Cl:1][C:2]1[CH:7]=[CH:6][CH:5]=[C:4]([Cl:8])[C:3]=1[N:9]1[C:13]([CH2:14]O)=[C:12]([CH:16]([CH3:18])[CH3:17])[N:11]=[N:10]1.C1(P(C2C=CC=CC=2)C2C=CC=CC=2)C=CC=CC=1.[Cl:38]CCl.